Dataset: Reaction yield outcomes from USPTO patents with 853,638 reactions. Task: Predict the reaction yield, written as a fraction of the theoretical maximum amount of product (1.0 means a 100% yield; for example, 0.34 means a 34% yield). (1) The catalyst is CCO. The product is [CH2:1]([NH:8][CH2:9][CH2:10][OH:11])[C:2]1[CH:7]=[CH:6][CH:5]=[CH:4][CH:3]=1. The reactants are [CH:1](=[N:8]/[CH2:9][CH2:10][OH:11])\[C:2]1[CH:7]=[CH:6][CH:5]=[CH:4][CH:3]=1.[BH4-].[Na+]. The yield is 0.613. (2) The reactants are [CH3:1][N:2]1[C:6]([N:7]2[C:11]3=[N:12][CH:13]=[CH:14][CH:15]=[C:10]3[CH:9]=[CH:8]2)=[C:5](/[CH:16]=[CH:17]/[C:18]([OH:20])=O)[C:4]([CH3:21])=[N:3]1.CC1C=CC=C([N+]([O-])=O)C=1C(OC(=O)C1C([N+]([O-])=O)=CC=CC=1C)=O.[CH3:47][C:48]1[CH:53]=[CH:52][C:51]([S:54]([NH2:57])(=[O:56])=[O:55])=[CH:50][CH:49]=1.C(N(CC)CC)C. The catalyst is CN(C)C1C=CN=CC=1.C(#N)C. The product is [CH3:1][N:2]1[C:6]([N:7]2[C:11]3=[N:12][CH:13]=[CH:14][CH:15]=[C:10]3[CH:9]=[CH:8]2)=[C:5](/[CH:16]=[CH:17]/[C:18]([NH:57][S:54]([C:51]2[CH:52]=[CH:53][C:48]([CH3:47])=[CH:49][CH:50]=2)(=[O:55])=[O:56])=[O:20])[C:4]([CH3:21])=[N:3]1. The yield is 0.910. (3) The reactants are [NH2:1][N:2]1[C:11]2[C:6](=[CH:7][CH:8]=[CH:9][CH:10]=2)[C:5]([OH:12])=[C:4]([C:13]2[NH:18][C:17]3[CH:19]=[CH:20][C:21]([O:23][CH2:24][C:25]4[CH:30]=[CH:29][CH:28]=[CH:27][CH:26]=4)=[CH:22][C:16]=3[S:15](=[O:32])(=[O:31])[N:14]=2)[C:3]1=[O:33].[CH:34]1([CH:37]=O)[CH2:36][CH2:35]1. The catalyst is CN(C)C(=O)C. The product is [CH2:24]([O:23][C:21]1[CH:20]=[CH:19][C:17]2[NH:18][C:13]([C:4]3[C:3](=[O:33])[N:2]([N:1]=[CH:37][CH:34]4[CH2:36][CH2:35]4)[C:11]4[C:6]([C:5]=3[OH:12])=[CH:7][CH:8]=[CH:9][CH:10]=4)=[N:14][S:15](=[O:32])(=[O:31])[C:16]=2[CH:22]=1)[C:25]1[CH:26]=[CH:27][CH:28]=[CH:29][CH:30]=1. The yield is 0.840. (4) The reactants are [CH2:1]([O:3][C:4]([C:6]1[CH:7]=[N:8][C:9]([N:12]([CH2:14][C:15]2[S:23][C:22]3[C:21]([N:24]4[CH2:29][CH2:28][O:27][CH2:26][CH2:25]4)=[N:20][C:19]([C:30]4[CH:35]=[CH:34][CH:33]=[C:32]([O:36][CH2:37][CH2:38][O:39][Si](C(C)(C)C)(C)C)[CH:31]=4)=[N:18][C:17]=3[CH:16]=2)[CH3:13])=[N:10][CH:11]=1)=[O:5])[CH3:2].C1COCC1.[F-].C([N+](CCCC)(CCCC)CCCC)CCC. The catalyst is C(OCC)(=O)C. The product is [CH2:1]([O:3][C:4]([C:6]1[CH:7]=[N:8][C:9]([N:12]([CH2:14][C:15]2[S:23][C:22]3[C:21]([N:24]4[CH2:29][CH2:28][O:27][CH2:26][CH2:25]4)=[N:20][C:19]([C:30]4[CH:35]=[CH:34][CH:33]=[C:32]([O:36][CH2:37][CH2:38][OH:39])[CH:31]=4)=[N:18][C:17]=3[CH:16]=2)[CH3:13])=[N:10][CH:11]=1)=[O:5])[CH3:2]. The yield is 0.960.